The task is: Predict the reactants needed to synthesize the given product.. This data is from Full USPTO retrosynthesis dataset with 1.9M reactions from patents (1976-2016). (1) Given the product [CH3:26][N:25]([CH3:24])[C:27]1[N:6]([CH2:7][C:8]2[CH:13]=[CH:12][CH:11]=[CH:10][C:9]=2[F:14])[N:5]=[C:4]([C:15]([O:17][CH2:18][CH3:19])=[O:16])[CH:3]=1, predict the reactants needed to synthesize it. The reactants are: NC1[N:6]([CH2:7][C:8]2[CH:13]=[CH:12][CH:11]=[CH:10][C:9]=2[F:14])[N:5]=[C:4]([C:15]([O:17][CH2:18][CH3:19])=[O:16])[CH:3]=1.[H-].[Li+].IC.[CH3:24][N:25]([CH:27]=O)[CH3:26]. (2) Given the product [Cl:1][C:2]1[CH:3]=[CH:4][C:5]([O:23][CH2:28][CH2:27][C:26]([O:25][CH3:24])([CH3:31])[CH3:30])=[C:6]([CH:22]=1)[C:7]([NH:9][C@H:10]([C:12]1[CH:21]=[CH:20][C:15]([C:16]([O:18][CH3:19])=[O:17])=[CH:14][CH:13]=1)[CH3:11])=[O:8], predict the reactants needed to synthesize it. The reactants are: [Cl:1][C:2]1[CH:3]=[CH:4][C:5]([OH:23])=[C:6]([CH:22]=1)[C:7]([NH:9][C@H:10]([C:12]1[CH:21]=[CH:20][C:15]([C:16]([O:18][CH3:19])=[O:17])=[CH:14][CH:13]=1)[CH3:11])=[O:8].[CH3:24][O:25][C:26]([CH3:31])([CH3:30])[CH2:27][CH2:28]O. (3) Given the product [OH:29][C:26]1[CH:27]=[CH:28][C:23]([C:2]2[CH:3]=[C:4]3[C:8](=[CH:9][CH:10]=2)[CH2:7][CH:6]([C:11]([O:13][CH3:14])=[O:12])[CH2:5]3)=[CH:24][CH:25]=1, predict the reactants needed to synthesize it. The reactants are: Br[C:2]1[CH:3]=[C:4]2[C:8](=[CH:9][CH:10]=1)[CH2:7][CH:6]([C:11]([O:13][CH3:14])=[O:12])[CH2:5]2.CC1(C)C(C)(C)OB([C:23]2[CH:28]=[CH:27][C:26]([OH:29])=[CH:25][CH:24]=2)O1.C1(P(C2C=CC=CC=2)C2C=CC=CC=2)C=CC=CC=1.P([O-])([O-])([O-])=O.[K+].[K+].[K+].O. (4) Given the product [NH2:20][C:16]1[C:15]2[N:21]=[C:12]([S:11][C:3]3[C:2]([Br:1])=[CH:10][C:6]4[O:7][CH2:8][O:9][C:5]=4[CH:4]=3)[N:13]([CH2:23][CH2:24][N:25]3[C:26](=[O:35])[C:27]4[C:32](=[CH:31][CH:30]=[CH:29][CH:28]=4)[C:33]3=[O:34])[C:14]=2[CH:19]=[CH:18][N:17]=1, predict the reactants needed to synthesize it. The reactants are: [Br:1][C:2]1[C:3]([S:11][C:12]2[NH:13][C:14]3[CH:19]=[CH:18][N:17]=[C:16]([NH2:20])[C:15]=3[N:21]=2)=[CH:4][C:5]2[O:9][CH2:8][O:7][C:6]=2[CH:10]=1.Br[CH2:23][CH2:24][N:25]1[C:33](=[O:34])[C:32]2[C:27](=[CH:28][CH:29]=[CH:30][CH:31]=2)[C:26]1=[O:35].C([O-])([O-])=O.[Cs+].[Cs+].NC1C2N=C(SC3C(I)=CC4OCOC=4C=3)N(CCN3C(=O)C4C(=CC=CC=4)C3=O)C=2C=CN=1.